This data is from Forward reaction prediction with 1.9M reactions from USPTO patents (1976-2016). The task is: Predict the product of the given reaction. (1) Given the reactants [Cl:1][C:2]1[CH:3]=[C:4]([C:8]2[N:13]=[C:12]([NH:14][C:15]3[N:20]=[CH:19][C:18]([CH2:21][C:22]([O:24]CC)=[O:23])=[CH:17][CH:16]=3)[CH:11]=[C:10]([CH:27]3[CH2:29][CH2:28]3)[N:9]=2)[CH:5]=[CH:6][CH:7]=1.O1CCOCC1.O.[OH-].[Li+].Cl, predict the reaction product. The product is: [Cl:1][C:2]1[CH:3]=[C:4]([C:8]2[N:13]=[C:12]([NH:14][C:15]3[N:20]=[CH:19][C:18]([CH2:21][C:22]([OH:24])=[O:23])=[CH:17][CH:16]=3)[CH:11]=[C:10]([CH:27]3[CH2:29][CH2:28]3)[N:9]=2)[CH:5]=[CH:6][CH:7]=1. (2) The product is: [F:1][CH:2]([F:12])[O:3][C:4]1[CH:5]=[CH:6][C:7]([CH:8]([OH:9])[CH:13]([CH3:15])[CH3:14])=[CH:10][CH:11]=1. Given the reactants [F:1][CH:2]([F:12])[O:3][C:4]1[CH:11]=[CH:10][C:7]([CH:8]=[O:9])=[CH:6][CH:5]=1.[CH:13]([Mg]Cl)([CH3:15])[CH3:14], predict the reaction product. (3) Given the reactants Br[C:2]1[CH:3]=[C:4]([C:8]2[C:21]3[C:22]4=[C:23]5[C:18](=[CH:19][CH:20]=3)[CH:17]=[CH:16][CH:15]=[C:14]5[CH:13]=[CH:12][C:11]4=[CH:10][CH:9]=2)[CH:5]=[CH:6][CH:7]=1.[CH3:24][C:25]1([CH3:59])[C:49]2[C:29]([CH:30]=[C:31]3[CH:48]=[C:47]4[C:34]([C:35]5[C:40]([C:41]6[C:46]4=[CH:45][CH:44]=[CH:43][CH:42]=6)=[CH:39][CH:38]=[CH:37][CH:36]=5)=[CH:33][C:32]3=2)=[CH:28][C:27](B2OC(C)(C)C(C)(C)O2)=[CH:26]1.C([O-])([O-])=O.[Na+].[Na+].CCO, predict the reaction product. The product is: [CH3:59][C:25]1([CH3:24])[C:49]2[C:29]([CH:30]=[C:31]3[CH:48]=[C:47]4[C:34]([C:35]5[C:40]([C:41]6[C:46]4=[CH:45][CH:44]=[CH:43][CH:42]=6)=[CH:39][CH:38]=[CH:37][CH:36]=5)=[CH:33][C:32]3=2)=[CH:28][C:27]([C:6]2[CH:7]=[CH:2][CH:3]=[C:4]([C:8]3[C:21]4[C:22]5=[C:23]6[C:18](=[CH:19][CH:20]=4)[CH:17]=[CH:16][CH:15]=[C:14]6[CH:13]=[CH:12][C:11]5=[CH:10][CH:9]=3)[CH:5]=2)=[CH:26]1. (4) The product is: [F:29][C:2]1([F:1])[CH2:7][CH2:6][N:5]([C:8]([C:10]2[N:11]([C:35]3[CH:34]=[N:33][C:32]([O:31][CH3:30])=[N:37][CH:36]=3)[C:12]3[C:17]([CH:18]=2)=[CH:16][C:15]([O:19][CH:20]2[CH2:25][CH2:24][N:23]([CH:26]([CH3:27])[CH3:28])[CH2:22][CH2:21]2)=[CH:14][CH:13]=3)=[O:9])[CH2:4][CH2:3]1. Given the reactants [F:1][C:2]1([F:29])[CH2:7][CH2:6][N:5]([C:8]([C:10]2[NH:11][C:12]3[C:17]([CH:18]=2)=[CH:16][C:15]([O:19][CH:20]2[CH2:25][CH2:24][N:23]([CH:26]([CH3:28])[CH3:27])[CH2:22][CH2:21]2)=[CH:14][CH:13]=3)=[O:9])[CH2:4][CH2:3]1.[CH3:30][O:31][C:32]1[N:37]=[CH:36][C:35](B(O)O)=[CH:34][N:33]=1, predict the reaction product.